Task: Predict the product of the given reaction.. Dataset: Forward reaction prediction with 1.9M reactions from USPTO patents (1976-2016) (1) The product is: [Cl:1][C:2]1[CH:3]=[C:4]([CH:7]=[CH:8][C:9]=1[C:10]([F:11])([F:12])[F:13])[CH:5]=[O:6]. Given the reactants [Cl:1][C:2]1[CH:3]=[C:4]([CH:7]=[CH:8][C:9]=1[C:10]([F:13])([F:12])[F:11])[CH2:5][OH:6], predict the reaction product. (2) The product is: [CH3:21][O:22][C:23]1[CH:28]=[C:27]([C:2]2[CH:20]=[CH:19][CH:18]=[C:4]([C:5]([N:7]([CH2:9][C:10]3[CH:15]=[CH:14][CH:13]=[C:12]([O:16][CH3:17])[CH:11]=3)[CH3:8])=[O:6])[CH:3]=2)[CH:26]=[CH:25][CH:24]=1. Given the reactants Br[C:2]1[CH:3]=[C:4]([CH:18]=[CH:19][CH:20]=1)[C:5]([N:7]([CH2:9][C:10]1[CH:15]=[CH:14][CH:13]=[C:12]([O:16][CH3:17])[CH:11]=1)[CH3:8])=[O:6].[CH3:21][O:22][C:23]1[CH:24]=[C:25](B(O)O)[CH:26]=[CH:27][CH:28]=1, predict the reaction product. (3) Given the reactants [NH2:1][C:2]1[C:19]([F:20])=[C:18]([F:21])[C:5]2[N:6]([C:10]3[CH:15]=[CH:14][C:13]([Br:16])=[CH:12][C:11]=3[F:17])[C:7](=[O:9])[NH:8][C:4]=2[C:3]=1[O:22]C.C(Cl)Cl, predict the reaction product. The product is: [NH2:1][C:2]1[C:19]([F:20])=[C:18]([F:21])[C:5]2[N:6]([C:10]3[CH:15]=[CH:14][C:13]([Br:16])=[CH:12][C:11]=3[F:17])[C:7](=[O:9])[NH:8][C:4]=2[C:3]=1[OH:22]. (4) Given the reactants C(=O)([O-])[O-].[K+].[K+].[Si:7]([O:24][CH2:25][C:26]1[C:27]([N:38]2[CH2:43][C@H:42]([CH3:44])[O:41][C@H:40]([CH3:45])[CH2:39]2)=[C:28]([F:37])[C:29]([F:36])=[C:30]([C:32](=[O:35])[CH2:33]Cl)[CH:31]=1)([C:20]([CH3:23])([CH3:22])[CH3:21])([C:14]1[CH:19]=[CH:18][CH:17]=[CH:16][CH:15]=1)[C:8]1[CH:13]=[CH:12][CH:11]=[CH:10][CH:9]=1.[NH:46]1[CH:50]=[N:49][CH:48]=[N:47]1, predict the reaction product. The product is: [Si:7]([O:24][CH2:25][C:26]1[C:27]([N:38]2[CH2:43][C@H:42]([CH3:44])[O:41][C@H:40]([CH3:45])[CH2:39]2)=[C:28]([F:37])[C:29]([F:36])=[C:30]([C:32](=[O:35])[CH2:33][N:46]2[CH:50]=[N:49][CH:48]=[N:47]2)[CH:31]=1)([C:20]([CH3:23])([CH3:22])[CH3:21])([C:14]1[CH:19]=[CH:18][CH:17]=[CH:16][CH:15]=1)[C:8]1[CH:13]=[CH:12][CH:11]=[CH:10][CH:9]=1. (5) Given the reactants [NH2:1][C:2]1[C:3]2[S:10][C:9]3[N:11]=[C:12]([N:19]4[CH2:24][CH2:23][CH:22]([NH:25]C=O)[CH2:21][CH2:20]4)[CH:13]=[C:14]([C:15]([F:18])([F:17])[F:16])[C:8]=3[C:4]=2[N:5]=[CH:6][N:7]=1, predict the reaction product. The product is: [NH2:25][CH:22]1[CH2:23][CH2:24][N:19]([C:12]2[CH:13]=[C:14]([C:15]([F:16])([F:18])[F:17])[C:8]3[C:4]4[N:5]=[CH:6][N:7]=[C:2]([NH2:1])[C:3]=4[S:10][C:9]=3[N:11]=2)[CH2:20][CH2:21]1.